This data is from Catalyst prediction with 721,799 reactions and 888 catalyst types from USPTO. The task is: Predict which catalyst facilitates the given reaction. Reactant: Cl[C:2]1[N:11]=[C:10]([Cl:12])[CH:9]=[C:8]([C:13]#[N:14])[C:3]=1[C:4]([O:6][CH3:7])=[O:5].CCN(C(C)C)C(C)C.[CH3:24][S:25][C:26]1[CH:27]=[C:28]([CH:30]=[CH:31][CH:32]=1)[NH2:29].C([O-])(O)=O.[Na+]. Product: [Cl:12][C:10]1[CH:9]=[C:8]([C:13]#[N:14])[C:3]([C:4]([O:6][CH3:7])=[O:5])=[C:2]([NH:29][C:28]2[CH:30]=[CH:31][CH:32]=[C:26]([S:25][CH3:24])[CH:27]=2)[N:11]=1. The catalyst class is: 23.